Task: Predict the product of the given reaction.. Dataset: Forward reaction prediction with 1.9M reactions from USPTO patents (1976-2016) Given the reactants C([O:3][C:4](=[O:43])[CH2:5][C@@H:6]([C:10]1[CH:15]=[CH:14][C:13]([O:16][CH2:17][C:18]2[CH:19]=[CH:20][C:21]3[N:22]([N:24]=[C:25]([C:27]4[C:32]([CH3:33])=[CH:31][C:30]([O:34][CH2:35][CH2:36][CH2:37][S:38]([CH3:41])(=[O:40])=[O:39])=[CH:29][C:28]=4[CH3:42])[N:26]=3)[CH:23]=2)=[CH:12][CH:11]=1)[C:7]#[C:8][CH3:9])C.[OH-].[Na+], predict the reaction product. The product is: [CH3:42][C:28]1[CH:29]=[C:30]([O:34][CH2:35][CH2:36][CH2:37][S:38]([CH3:41])(=[O:40])=[O:39])[CH:31]=[C:32]([CH3:33])[C:27]=1[C:25]1[N:26]=[C:21]2[CH:20]=[CH:19][C:18]([CH2:17][O:16][C:13]3[CH:12]=[CH:11][C:10]([C@@H:6]([C:7]#[C:8][CH3:9])[CH2:5][C:4]([OH:43])=[O:3])=[CH:15][CH:14]=3)=[CH:23][N:22]2[N:24]=1.